The task is: Predict which catalyst facilitates the given reaction.. This data is from Catalyst prediction with 721,799 reactions and 888 catalyst types from USPTO. (1) Reactant: C(OC(=O)N[C@H:8]([CH2:40]O)[C:9]([NH:11][C@@H]1CCC[C@H](NC2C(C)=NC3C(=C(C4NC5[C@@H](C)NC(=O)C=5C=4)C=CC=3)N=2)C1)=[O:10])(C)(C)C.[C:43]([OH:49])([C:45]([F:48])([F:47])[F:46])=[O:44]. Product: [F:46][C:45]([F:48])([F:47])[C:43]([OH:49])=[O:44].[C:9]([NH2:11])(=[O:10])[CH2:8][CH3:40]. The catalyst class is: 2. (2) Reactant: [CH:1]1([N:4]([CH:18]2[CH2:23][CH2:22][NH:21][CH2:20][CH2:19]2)[C:5](=[O:17])[C:6]2[CH:11]=[CH:10][C:9]([C:12]3[O:16][CH:15]=[N:14][CH:13]=3)=[CH:8][CH:7]=2)[CH2:3][CH2:2]1.Cl[C:25]1[N:26]=[N:27][C:28]([CH:31]2[CH2:33][CH2:32]2)=[CH:29][CH:30]=1.C([O-])([O-])=O.[K+].[K+]. Product: [CH:1]1([N:4]([CH:18]2[CH2:23][CH2:22][N:21]([C:25]3[N:26]=[N:27][C:28]([CH:31]4[CH2:33][CH2:32]4)=[CH:29][CH:30]=3)[CH2:20][CH2:19]2)[C:5](=[O:17])[C:6]2[CH:7]=[CH:8][C:9]([C:12]3[O:16][CH:15]=[N:14][CH:13]=3)=[CH:10][CH:11]=2)[CH2:3][CH2:2]1. The catalyst class is: 60. (3) Reactant: [C:1]([O:5][C:6]([N:8]1[CH2:17][CH2:16][C:15]2[C:14](O)=[N:13][CH:12]=[N:11][C:10]=2[CH2:9]1)=[O:7])([CH3:4])([CH3:3])[CH3:2].C1(P(C2C=CC=CC=2)C2C=CC=CC=2)C=CC=CC=1.C(Cl)(Cl)(Cl)[Cl:39]. Product: [C:1]([O:5][C:6]([N:8]1[CH2:17][CH2:16][C:15]2[C:14]([Cl:39])=[N:13][CH:12]=[N:11][C:10]=2[CH2:9]1)=[O:7])([CH3:4])([CH3:3])[CH3:2]. The catalyst class is: 26. (4) Reactant: [Cl:1][CH2:2][C:3]([C:5]1[S:6][CH:7]=[CH:8][CH:9]=1)=[O:4].[N:10]12[CH2:17][CH2:16][CH:13]([CH2:14][CH2:15]1)[C@@H:12]([NH:18][C:19](=[O:27])[O:20][CH2:21][C:22]1[S:23][CH:24]=[CH:25][CH:26]=1)[CH2:11]2. Product: [Cl-:1].[O:4]=[C:3]([C:5]1[S:6][CH:7]=[CH:8][CH:9]=1)[CH2:2][N+:10]12[CH2:15][CH2:14][CH:13]([CH2:16][CH2:17]1)[C@@H:12]([NH:18][C:19]([O:20][CH2:21][C:22]1[S:23][CH:24]=[CH:25][CH:26]=1)=[O:27])[CH2:11]2. The catalyst class is: 25. (5) Reactant: [C:1]([O:5][C:6]([N:8]1[CH2:13][CH2:12][CH:11](C2C3C(=CC=CC=3)NC=2)[CH2:10][CH2:9]1)=[O:7])([CH3:4])([CH3:3])[CH3:2].[H-].[Na+].C(OC(=O)C)(=O)C. Product: [C:1]([O:5][C:6]([N:8]1[CH2:13][CH2:12][CH2:11][CH2:10][CH2:9]1)=[O:7])([CH3:4])([CH3:2])[CH3:3]. The catalyst class is: 3. (6) Reactant: [Cl:1][C:2]1[CH:3]=[C:4]2[C:9](=[CH:10][C:11]=1[C:12]([N:14]1[CH2:18][CH2:17][CH2:16][CH2:15]1)=[O:13])[N:8]=[CH:7][N:6]=[C:5]2[NH:19][CH:20]([C:26]1[N:30](C(OC(C)(C)C)=O)[C:29]2[CH:38]=[CH:39][C:40]([Cl:42])=[CH:41][C:28]=2[N:27]=1)[CH2:21][CH2:22][C:23](O)=[O:24].[CH3:43][O:44][CH2:45][CH2:46][NH2:47].CN(C(ON1N=NC2C=CC=CC1=2)=[N+](C)C)C.[B-](F)(F)(F)F.FC(F)(F)C(O)=O. Product: [Cl:1][C:2]1[CH:3]=[C:4]2[C:9](=[CH:10][C:11]=1[C:12]([N:14]1[CH2:15][CH2:16][CH2:17][CH2:18]1)=[O:13])[N:8]=[CH:7][N:6]=[C:5]2[NH:19][CH:20]([C:26]1[NH:30][C:29]2[CH:38]=[CH:39][C:40]([Cl:42])=[CH:41][C:28]=2[N:27]=1)[CH2:21][CH2:22][C:23]([NH:47][CH2:46][CH2:45][O:44][CH3:43])=[O:24]. The catalyst class is: 783. (7) Reactant: [C:1]([O:5][C:6]([N:8]1[CH2:13][CH2:12][CH:11]([C:14]([O:16][CH2:17][CH3:18])=[O:15])[CH2:10][CH2:9]1)=[O:7])([CH3:4])([CH3:3])[CH3:2].[CH:19]1(I)[CH2:23][CH2:22][CH2:21][CH2:20]1. Product: [CH2:17]([O:16][C:14]([C:11]1([CH:19]2[CH2:23][CH2:22][CH2:21][CH2:20]2)[CH2:12][CH2:13][N:8]([C:6]([O:5][C:1]([CH3:4])([CH3:3])[CH3:2])=[O:7])[CH2:9][CH2:10]1)=[O:15])[CH3:18]. The catalyst class is: 1. (8) Reactant: [NH2:1][C:2]1[N:3]=[CH:4][C:5]([C:8]2[CH:13]=[CH:12][C:11]([C:14]3[C:15]([S:20]([NH:23][C:24]([CH3:27])([CH3:26])[CH3:25])(=[O:22])=[O:21])=[CH:16][CH:17]=[CH:18][CH:19]=3)=[CH:10][C:9]=2[F:28])=[N:6][CH:7]=1.[Cl:29]NC(=O)CCC(N)=O. Product: [NH2:1][C:2]1[N:3]=[CH:4][C:5]([C:8]2[CH:13]=[CH:12][C:11]([C:14]3[C:15]([S:20]([NH:23][C:24]([CH3:25])([CH3:27])[CH3:26])(=[O:22])=[O:21])=[CH:16][CH:17]=[CH:18][CH:19]=3)=[CH:10][C:9]=2[F:28])=[N:6][C:7]=1[Cl:29]. The catalyst class is: 3.